Predict the product of the given reaction. From a dataset of Forward reaction prediction with 1.9M reactions from USPTO patents (1976-2016). (1) Given the reactants [C:1]([N:5]1[CH:9]=[C:8]([CH:10]=[O:11])/[C:7](=[N:12]/[C:13](=[O:23])[C:14]2[CH:19]=[C:18]([Cl:20])[CH:17]=[CH:16][C:15]=2[O:21][CH3:22])/[S:6]1)([CH3:4])([CH3:3])[CH3:2].[CH3:24][Mg]Br, predict the reaction product. The product is: [C:1]([N:5]1[CH:9]=[C:8]([CH:10]([OH:11])[CH3:24])/[C:7](=[N:12]/[C:13](=[O:23])[C:14]2[CH:19]=[C:18]([Cl:20])[CH:17]=[CH:16][C:15]=2[O:21][CH3:22])/[S:6]1)([CH3:4])([CH3:3])[CH3:2]. (2) Given the reactants [C:1]1([C:7]2[CH:15]=[CH:14][C:10]([C:11]([NH2:13])=[O:12])=[CH:9][C:8]=2[C:16]([F:19])([F:18])[F:17])[CH2:6][CH2:5][CH2:4][CH2:3][CH:2]=1, predict the reaction product. The product is: [CH:1]1([C:7]2[CH:15]=[CH:14][C:10]([C:11]([NH2:13])=[O:12])=[CH:9][C:8]=2[C:16]([F:17])([F:18])[F:19])[CH2:2][CH2:3][CH2:4][CH2:5][CH2:6]1. (3) Given the reactants [Cl:1][C:2]([F:14])([F:13])[C:3]1[NH:8][C:7](=[O:9])[C:6]([C:10](N)=[O:11])=[CH:5][CH:4]=1.S(=O)(=O)(O)[OH:16], predict the reaction product. The product is: [Cl:1][C:2]([F:14])([F:13])[C:3]1[NH:8][C:7](=[O:9])[C:6]([C:10]([OH:16])=[O:11])=[CH:5][CH:4]=1.